From a dataset of NCI-60 drug combinations with 297,098 pairs across 59 cell lines. Regression. Given two drug SMILES strings and cell line genomic features, predict the synergy score measuring deviation from expected non-interaction effect. (1) Drug 1: CC(C)(C#N)C1=CC(=CC(=C1)CN2C=NC=N2)C(C)(C)C#N. Drug 2: COC1=C2C(=CC3=C1OC=C3)C=CC(=O)O2. Cell line: UO-31. Synergy scores: CSS=-3.89, Synergy_ZIP=2.47, Synergy_Bliss=2.18, Synergy_Loewe=0.681, Synergy_HSA=-1.05. (2) Drug 1: CNC(=O)C1=CC=CC=C1SC2=CC3=C(C=C2)C(=NN3)C=CC4=CC=CC=N4. Drug 2: CCCS(=O)(=O)NC1=C(C(=C(C=C1)F)C(=O)C2=CNC3=C2C=C(C=N3)C4=CC=C(C=C4)Cl)F. Cell line: UACC62. Synergy scores: CSS=42.8, Synergy_ZIP=-1.98, Synergy_Bliss=-0.479, Synergy_Loewe=-4.36, Synergy_HSA=0.120. (3) Drug 1: C1=CN(C=N1)CC(O)(P(=O)(O)O)P(=O)(O)O. Drug 2: CCC1(C2=C(COC1=O)C(=O)N3CC4=CC5=C(C=CC(=C5CN(C)C)O)N=C4C3=C2)O.Cl. Cell line: A549. Synergy scores: CSS=17.3, Synergy_ZIP=0.136, Synergy_Bliss=-0.0278, Synergy_Loewe=-14.8, Synergy_HSA=0.667. (4) Cell line: NCIH23. Drug 2: C1CN(CCN1C(=O)CCBr)C(=O)CCBr. Drug 1: CNC(=O)C1=CC=CC=C1SC2=CC3=C(C=C2)C(=NN3)C=CC4=CC=CC=N4. Synergy scores: CSS=8.16, Synergy_ZIP=-7.29, Synergy_Bliss=-3.40, Synergy_Loewe=-5.73, Synergy_HSA=-4.38. (5) Drug 1: C1=C(C(=O)NC(=O)N1)F. Drug 2: CC(C1=C(C=CC(=C1Cl)F)Cl)OC2=C(N=CC(=C2)C3=CN(N=C3)C4CCNCC4)N. Cell line: COLO 205. Synergy scores: CSS=58.8, Synergy_ZIP=-5.74, Synergy_Bliss=-10.9, Synergy_Loewe=-9.93, Synergy_HSA=-9.52. (6) Drug 1: CC(C)CN1C=NC2=C1C3=CC=CC=C3N=C2N. Drug 2: C1C(C(OC1N2C=NC(=NC2=O)N)CO)O. Cell line: SNB-75. Synergy scores: CSS=-0.0945, Synergy_ZIP=-1.23, Synergy_Bliss=-2.36, Synergy_Loewe=-3.63, Synergy_HSA=-3.54. (7) Drug 1: C1=CC(=CC=C1CCC2=CNC3=C2C(=O)NC(=N3)N)C(=O)NC(CCC(=O)O)C(=O)O. Drug 2: CN1C2=C(C=C(C=C2)N(CCCl)CCCl)N=C1CCCC(=O)O.Cl. Cell line: UO-31. Synergy scores: CSS=8.71, Synergy_ZIP=-8.11, Synergy_Bliss=-11.7, Synergy_Loewe=-17.7, Synergy_HSA=-9.05.